From a dataset of Forward reaction prediction with 1.9M reactions from USPTO patents (1976-2016). Predict the product of the given reaction. (1) The product is: [Cl:21][C:22]1[CH:30]=[CH:29][CH:28]=[C:27]([Cl:31])[C:23]=1[C:24]([N:6]1[CH:7]=[C:2]([F:1])[C:3]([N:9]=[CH:10][N:11]([CH3:13])[CH3:12])=[N:4][C:5]1=[O:8])=[O:25]. Given the reactants [F:1][C:2]1[C:3]([N:9]=[CH:10][N:11]([CH3:13])[CH3:12])=[N:4][C:5]([OH:8])=[N:6][CH:7]=1.C(N(CC)CC)C.[Cl:21][C:22]1[CH:30]=[CH:29][CH:28]=[C:27]([Cl:31])[C:23]=1[C:24](Cl)=[O:25], predict the reaction product. (2) Given the reactants Cl[C:2]1[N:7]=[C:6]([C:8]2[CH:9]=[C:10]3[C:15](=[O:16])[NH:14][CH2:13][CH2:12][N:11]3[CH:17]=2)[CH:5]=[CH:4][N:3]=1.[NH2:18][C:19]1[CH:20]=[C:21](B(O)O)[CH:22]=[CH:23][C:24]=1[O:25][CH3:26].C(=O)([O-])[O-].[Cs+].[Cs+].O1CCOCC1.O, predict the reaction product. The product is: [NH2:18][C:19]1[CH:20]=[C:21]([C:2]2[N:7]=[C:6]([C:8]3[CH:9]=[C:10]4[C:15](=[O:16])[NH:14][CH2:13][CH2:12][N:11]4[CH:17]=3)[CH:5]=[CH:4][N:3]=2)[CH:22]=[CH:23][C:24]=1[O:25][CH3:26]. (3) Given the reactants [CH3:1][C:2]1([CH3:25])[O:7][C:6](=[O:8])[NH:5][C:4]2[CH:9]=[CH:10][C:11]([C:13]3[CH:18]=[CH:17][CH:16]=[C:15]([C:19]#[C:20][Si](C)(C)C)[CH:14]=3)=[CH:12][C:3]1=2.C(=O)([O-])[O-].[K+].[K+], predict the reaction product. The product is: [C:19]([C:15]1[CH:14]=[C:13]([C:11]2[CH:10]=[CH:9][C:4]3[NH:5][C:6](=[O:8])[O:7][C:2]([CH3:25])([CH3:1])[C:3]=3[CH:12]=2)[CH:18]=[CH:17][CH:16]=1)#[CH:20]. (4) Given the reactants C[N:2](C(ON1N=NC2C=CC=NC1=2)=[N+](C)C)C.F[P-](F)(F)(F)(F)F.[N:25]1([C:31]2[CH:32]=[C:33]([CH:37]=[C:38]([N+:40]([O-:42])=[O:41])[CH:39]=2)[C:34](O)=[O:35])[CH2:30][CH2:29][O:28][CH2:27][CH2:26]1.[Cl-].[NH4+].CCN(C(C)C)C(C)C, predict the reaction product. The product is: [N:25]1([C:31]2[CH:32]=[C:33]([CH:37]=[C:38]([N+:40]([O-:42])=[O:41])[CH:39]=2)[C:34]([NH2:2])=[O:35])[CH2:30][CH2:29][O:28][CH2:27][CH2:26]1. (5) The product is: [CH:17]([C:6]1[CH:7]=[C:8]([CH:14]([CH3:16])[CH3:15])[CH:9]=[C:10]([CH:11]([CH3:13])[CH3:12])[C:5]=1[C:3]1[N:20]=[C:21]([NH2:23])[S:22][CH:2]=1)([CH3:19])[CH3:18]. Given the reactants Br[CH2:2][C:3]([C:5]1[C:10]([CH:11]([CH3:13])[CH3:12])=[CH:9][C:8]([CH:14]([CH3:16])[CH3:15])=[CH:7][C:6]=1[CH:17]([CH3:19])[CH3:18])=O.[NH2:20][C:21]([NH2:23])=[S:22], predict the reaction product.